Dataset: Catalyst prediction with 721,799 reactions and 888 catalyst types from USPTO. Task: Predict which catalyst facilitates the given reaction. (1) Reactant: FC(F)(F)S(O[C:7]1[CH:15]=[CH:14][CH:13]=[C:12]2[C:8]=1[C:9](=[O:16])[CH2:10][CH2:11]2)(=O)=O.[Cl:19][C:20]1[CH:25]=[C:24]([Cl:26])[CH:23]=[CH:22][C:21]=1B(O)O.C(=O)([O-])[O-].[K+].[K+]. Product: [Cl:19][C:20]1[CH:25]=[C:24]([Cl:26])[CH:23]=[CH:22][C:21]=1[C:7]1[CH:15]=[CH:14][CH:13]=[C:12]2[C:8]=1[C:9](=[O:16])[CH2:10][CH2:11]2. The catalyst class is: 109. (2) Reactant: [OH:1][C:2]1[CH:3]=[C:4]2[C:8](=[CH:9][CH:10]=1)[NH:7][C:6]([C:11]([OH:13])=O)=[CH:5]2.F[B-](F)(F)F.N1(OC(N(C)C)=[N+](C)C)C2C=CC=CC=2N=N1.[NH:36]1[CH2:41][CH2:40][O:39][CH2:38][CH2:37]1.C(N(C(C)C)C(C)C)C. Product: [OH:1][C:2]1[CH:3]=[C:4]2[C:8](=[CH:9][CH:10]=1)[NH:7][C:6]([C:11]([N:36]1[CH2:41][CH2:40][O:39][CH2:38][CH2:37]1)=[O:13])=[CH:5]2. The catalyst class is: 3. (3) Reactant: [F:1][C:2]1[CH:7]=[CH:6][C:5]([C:8]2[CH:9]=[C:10]3[C:15](=[CH:16][CH:17]=2)[CH:14]=[C:13]([S:18]([C:21]2[C:26](/[CH:27]=[N:28]/[S:29]([C:31]([CH3:34])([CH3:33])[CH3:32])=[O:30])=[CH:25][CH:24]=[CH:23][N:22]=2)(=[O:20])=[O:19])[CH:12]=[CH:11]3)=[CH:4][CH:3]=1.[BH4-].[Na+].O. Product: [F:1][C:2]1[CH:7]=[CH:6][C:5]([C:8]2[CH:9]=[C:10]3[C:15](=[CH:16][CH:17]=2)[CH:14]=[C:13]([S:18]([C:21]2[C:26]([CH2:27][NH:28][S:29]([C:31]([CH3:34])([CH3:33])[CH3:32])=[O:30])=[CH:25][CH:24]=[CH:23][N:22]=2)(=[O:20])=[O:19])[CH:12]=[CH:11]3)=[CH:4][CH:3]=1. The catalyst class is: 100. (4) The catalyst class is: 12. Reactant: [CH3:1][O:2][C:3]1[CH:4]=[C:5]([NH:11][C:12]2[N:17]=[C:16]([N:18]3[C:22]([CH3:23])=[CH:21][C:20]([C:24]([F:27])([F:26])[F:25])=[N:19]3)[C:15]([C:28]3[CH:29]=[N:30][C:31]([O:38][CH3:39])=[C:32]([CH:37]=3)/[C:33](=[N:35]\[OH:36])/[NH2:34])=[CH:14][N:13]=2)[CH:6]=[C:7]([O:9][CH3:10])[CH:8]=1.C1N=CN([C:45](N2C=NC=C2)=[O:46])C=1.C1CCN2C(=NCCC2)CC1. Product: [CH3:10][O:9][C:7]1[CH:6]=[C:5]([NH:11][C:12]2[N:17]=[C:16]([N:18]3[C:22]([CH3:23])=[CH:21][C:20]([C:24]([F:26])([F:25])[F:27])=[N:19]3)[C:15]([C:28]3[CH:37]=[C:32]([C:33]4[NH:34][C:45](=[O:46])[O:36][N:35]=4)[C:31]([O:38][CH3:39])=[N:30][CH:29]=3)=[CH:14][N:13]=2)[CH:4]=[C:3]([O:2][CH3:1])[CH:8]=1.